Dataset: NCI-60 drug combinations with 297,098 pairs across 59 cell lines. Task: Regression. Given two drug SMILES strings and cell line genomic features, predict the synergy score measuring deviation from expected non-interaction effect. (1) Drug 1: C1CCN(CC1)CCOC2=CC=C(C=C2)C(=O)C3=C(SC4=C3C=CC(=C4)O)C5=CC=C(C=C5)O. Drug 2: CC1C(C(CC(O1)OC2CC(CC3=C2C(=C4C(=C3O)C(=O)C5=CC=CC=C5C4=O)O)(C(=O)C)O)N)O. Cell line: PC-3. Synergy scores: CSS=50.0, Synergy_ZIP=3.23, Synergy_Bliss=1.13, Synergy_Loewe=0.175, Synergy_HSA=2.10. (2) Drug 1: C1C(C(OC1N2C=C(C(=O)NC2=O)F)CO)O. Drug 2: C1=CC=C(C=C1)NC(=O)CCCCCCC(=O)NO. Cell line: SNB-75. Synergy scores: CSS=18.2, Synergy_ZIP=-7.80, Synergy_Bliss=-2.40, Synergy_Loewe=-7.91, Synergy_HSA=0.225.